This data is from Full USPTO retrosynthesis dataset with 1.9M reactions from patents (1976-2016). The task is: Predict the reactants needed to synthesize the given product. Given the product [CH3:1][N:2]([CH3:24])[C:3](=[O:23])[CH2:4][CH2:5][N:6]([CH3:22])[C:7]([C:9]1[S:10][C:11]2[N:12]=[CH:13][N:14]=[C:15]([NH:34][C:30]3[CH:29]=[C:28]4[C:33](=[CH:32][CH:31]=3)[NH:25][N:26]=[CH:27]4)[C:16]=2[N:17]=1)=[O:8], predict the reactants needed to synthesize it. The reactants are: [CH3:1][N:2]([CH3:24])[C:3](=[O:23])[CH2:4][CH2:5][N:6]([CH3:22])[C:7]([C:9]1[S:10][C:11]2[N:12]=[CH:13][N:14]=[C:15](S(C)(=O)=O)[C:16]=2[N:17]=1)=[O:8].[NH:25]1[C:33]2[C:28](=[CH:29][C:30]([NH2:34])=[CH:31][CH:32]=2)[CH:27]=[N:26]1.